Task: Predict the reactants needed to synthesize the given product.. Dataset: Full USPTO retrosynthesis dataset with 1.9M reactions from patents (1976-2016) (1) Given the product [NH2:19][C:20]1[C:25]([C:4]2[CH:14]=[C:13]([C:15]([F:18])([F:17])[F:16])[CH:12]=[CH:11][C:5]=2[O:6][CH2:7][C:8]([OH:10])=[O:9])=[CH:24][C:23]([CH3:27])=[CH:22][N:21]=1, predict the reactants needed to synthesize it. The reactants are: B([C:4]1[CH:14]=[C:13]([C:15]([F:18])([F:17])[F:16])[CH:12]=[CH:11][C:5]=1[O:6][CH2:7][C:8]([OH:10])=[O:9])(O)O.[NH2:19][C:20]1[C:25](Br)=[CH:24][C:23]([CH3:27])=[CH:22][N:21]=1.C(=O)([O-])[O-].[Na+].[Na+]. (2) Given the product [C:1]([C:3]1[CH:4]=[CH:5][C:6]([NH:9][CH:10]([C:15]2[CH:20]=[C:19]([C:57]3[S:56][CH:60]=[CH:59][CH:58]=3)[CH:18]=[C:17]([O:22][CH2:23][CH3:24])[CH:16]=2)[C:11]([O:13][CH3:14])=[O:12])=[CH:7][CH:8]=1)#[N:2], predict the reactants needed to synthesize it. The reactants are: [C:1]([C:3]1[CH:8]=[CH:7][C:6]([NH:9][CH:10]([C:15]2[CH:20]=[C:19](O)[CH:18]=[C:17]([O:22][CH2:23][CH3:24])[CH:16]=2)[C:11]([O:13][CH3:14])=[O:12])=[CH:5][CH:4]=1)#[N:2].C(C1C=CC(NC(C2C=C(OS(C(F)(F)F)(=O)=O)C=C(OCC)C=2)C(OC)=O)=CC=1)#N.[S:56]1[CH:60]=[CH:59][CH:58]=[C:57]1B(O)O. (3) Given the product [CH:1]([C:3]1[CH:8]=[CH:7][CH:6]=[CH:5][C:4]=1[CH:9]=[CH2:10])=[CH2:2].[OH:15][C:16]1[CH:23]=[CH:22][C:19]([CH:20]=[CH2:21])=[CH:18][CH:17]=1.[CH2:24]=[CH:25][C:26]1[CH:31]=[CH:30][CH:29]=[CH:28][CH:27]=1, predict the reactants needed to synthesize it. The reactants are: [CH:1]([C:3]1[CH:8]=[CH:7][CH:6]=[CH:5][C:4]=1[CH:9]=[CH2:10])=[CH2:2].C([O:15][C:16]1[CH:23]=[CH:22][C:19]([CH:20]=[CH2:21])=[CH:18][CH:17]=1)(C)(C)C.[CH2:24]=[CH:25][C:26]1[CH:31]=[CH:30][CH:29]=[CH:28][CH:27]=1.N(C(C)(C)C#N)=NC(C)(C)C#N.S(=O)(=O)(O)O.OC1C=CC(C=C)=CC=1.